Dataset: Full USPTO retrosynthesis dataset with 1.9M reactions from patents (1976-2016). Task: Predict the reactants needed to synthesize the given product. (1) The reactants are: [Si]([O:8][CH2:9][C@@H:10]1[C@@H:14]([O:15][Si:16]([CH:23]([CH3:25])[CH3:24])([CH:20]([CH3:22])[CH3:21])[CH:17]([CH3:19])[CH3:18])[CH2:13][C@H:12]([NH:26][C:27]2[C:32]([C:33]([C:35]3[S:36][CH:37]=[C:38]([CH2:40][C:41]4[O:42][C:43]([CH3:46])=[CH:44][CH:45]=4)[CH:39]=3)=[O:34])=[CH:31][N:30]=[CH:29][N:28]=2)[CH2:11]1)(C(C)(C)C)(C)C.C([O-])(O)=O.[Na+]. Given the product [OH:8][CH2:9][C@@H:10]1[C@@H:14]([O:15][Si:16]([CH:20]([CH3:21])[CH3:22])([CH:17]([CH3:19])[CH3:18])[CH:23]([CH3:25])[CH3:24])[CH2:13][C@H:12]([NH:26][C:27]2[C:32]([C:33]([C:35]3[S:36][CH:37]=[C:38]([CH2:40][C:41]4[O:42][C:43]([CH3:46])=[CH:44][CH:45]=4)[CH:39]=3)=[O:34])=[CH:31][N:30]=[CH:29][N:28]=2)[CH2:11]1, predict the reactants needed to synthesize it. (2) Given the product [CH3:9][CH:8]1[S:1][CH:12]([OH:13])[CH:11]([S:14][C:15]2[CH:20]=[CH:19][CH:18]=[CH:17][N:16]=2)[CH2:10]1, predict the reactants needed to synthesize it. The reactants are: [SH2:1].[Na].CS(O[CH:8]([CH2:10][CH:11]([S:14][C:15]1[CH:20]=[CH:19][CH:18]=[CH:17][N:16]=1)[CH:12]=[O:13])[CH3:9])(=O)=O.C(OCC)(=O)C.C(=O)([O-])O.[Na+]. (3) The reactants are: [Cl:1][C:2]1[CH:10]=[C:9]([C:11]([NH:13][C@H:14]([C:16]2[NH:20][C:19]3[CH:21]=[CH:22][C:23]([Cl:25])=[CH:24][C:18]=3[N:17]=2)[CH3:15])=[O:12])[CH:8]=[CH:7][C:3]=1[C:4](O)=[O:5].CN(C(ON1N=NC2C=CC=CC1=2)=[N+](C)C)C.[B-](F)(F)(F)F.C(N(C(C)C)CC)(C)C.[C:57]([N:60]([CH2:62][C@H:63]1[CH2:67][CH2:66][CH2:65][NH:64]1)[CH3:61])(=[O:59])[CH3:58].ClCl. Given the product [C:57]([N:60]([CH2:62][C@H:63]1[CH2:67][CH2:66][CH2:65][N:64]1[C:4]([C:3]1[CH:7]=[CH:8][C:9]([C:11]([NH:13][C@H:14]([C:16]2[NH:20][C:19]3[CH:21]=[CH:22][C:23]([Cl:25])=[CH:24][C:18]=3[N:17]=2)[CH3:15])=[O:12])=[CH:10][C:2]=1[Cl:1])=[O:5])[CH3:61])(=[O:59])[CH3:58], predict the reactants needed to synthesize it. (4) The reactants are: [Br:1][C:2]1[CH:7]=[CH:6][C:5]([C@@H:8]([N:10]2CC[C@:13]([CH2:22][C:23]([CH3:25])=[CH2:24])([C:16]3[CH:21]=[CH:20][CH:19]=[CH:18][CH:17]=3)[CH2:12][C:11]2=O)[CH3:9])=[CH:4][CH:3]=1.S([C:37]#[N:38])(C1C=CC(C)=CC=1)(=O)=O.C1([SiH3])C=CC=CC=1.[CH3:46][CH2:47][OH:48]. Given the product [Br:1][C:2]1[CH:7]=[CH:6][C:5]([C@@H:8]([N:10]2[CH2:11][CH2:12][C@:13]([CH2:22][C:23]([CH3:25])([CH3:24])[C:37]#[N:38])([C:16]3[CH:21]=[CH:20][CH:19]=[CH:18][CH:17]=3)[CH2:46][C:47]2=[O:48])[CH3:9])=[CH:4][CH:3]=1, predict the reactants needed to synthesize it. (5) Given the product [Cl:12][C:11]1[CH:7]=[C:3]([C:4]([NH2:6])=[O:5])[C:1](=[NH:2])[N:26]([CH:23]2[C:24]3[C:20](=[CH:19][CH:18]=[C:17]([Cl:16])[CH:25]=3)[CH2:21][CH2:22]2)[CH:10]=1, predict the reactants needed to synthesize it. The reactants are: [C:1]([CH:3]([CH:7]1[C:11]([Cl:12])=[C:10](Cl)C(=O)O1)[C:4]([NH2:6])=[O:5])#[N:2].Cl.[Cl:16][C:17]1[CH:25]=[C:24]2[C:20]([CH2:21][CH2:22][CH:23]2[NH2:26])=[CH:19][CH:18]=1. (6) Given the product [Si:1]([O:8][CH2:9][C:10](=[CH2:13])[CH2:11][NH:31][CH2:30][C:29]1[CH:32]=[CH:33][C:34]([O:36][CH3:37])=[CH:35][C:28]=1[O:27][CH3:26])([C:4]([CH3:7])([CH3:6])[CH3:5])([CH3:3])[CH3:2], predict the reactants needed to synthesize it. The reactants are: [Si:1]([O:8][CH2:9][C:10](=[CH2:13])[CH2:11]O)([C:4]([CH3:7])([CH3:6])[CH3:5])([CH3:3])[CH3:2].C(N(CC)CC)C.CS(Cl)(=O)=O.[CH3:26][O:27][C:28]1[CH:35]=[C:34]([O:36][CH3:37])[CH:33]=[CH:32][C:29]=1[CH2:30][NH2:31]. (7) The reactants are: C(OC([NH:8][O:9][CH2:10][CH:11]([C:13]1[CH:18]=[CH:17][CH:16]=[CH:15][CH:14]=1)[OH:12])=O)(C)(C)C.Cl. Given the product [NH2:8][O:9][CH2:10][CH:11]([C:13]1[CH:18]=[CH:17][CH:16]=[CH:15][CH:14]=1)[OH:12], predict the reactants needed to synthesize it. (8) The reactants are: [F:1][C:2]([F:26])([F:25])[O:3][C:4]1[CH:9]=[CH:8][C:7]([N:10]2[CH:14]=[N:13][C:12]([C:15]3[CH:20]=[CH:19][C:18]([CH2:21][CH2:22][CH2:23][NH2:24])=[CH:17][CH:16]=3)=[N:11]2)=[CH:6][CH:5]=1.[CH2:27]([C:29]1[CH:34]=[CH:33][CH:32]=[CH:31][C:30]=1[NH:35][C:36]([NH2:38])=[S:37])[CH3:28].[C:39]([O-])(=[O:41])C.[Na+]. Given the product [CH2:27]([C:29]1[CH:34]=[CH:33][CH:32]=[CH:31][C:30]=1[NH:35][C:36]([NH:38][C:39]([NH:24][CH2:23][CH2:22][CH2:21][C:18]1[CH:19]=[CH:20][C:15]([C:12]2[N:13]=[CH:14][N:10]([C:7]3[CH:6]=[CH:5][C:4]([O:3][C:2]([F:1])([F:25])[F:26])=[CH:9][CH:8]=3)[N:11]=2)=[CH:16][CH:17]=1)=[O:41])=[S:37])[CH3:28], predict the reactants needed to synthesize it.